From a dataset of Full USPTO retrosynthesis dataset with 1.9M reactions from patents (1976-2016). Predict the reactants needed to synthesize the given product. (1) Given the product [O:10]1[CH:15]=[CH:14][CH2:13][CH2:12][CH:11]1[CH:16]1[N:9]([CH2:8][CH2:7][CH2:6][N:1]2[CH:5]=[CH:4][N:3]=[CH:2]2)[C:21](=[O:20])[C:22]([OH:31])=[C:23]1[C:24]1[CH:25]=[CH:26][C:27]([OH:30])=[CH:28][CH:29]=1, predict the reactants needed to synthesize it. The reactants are: [N:1]1([CH2:6][CH2:7][CH2:8][NH2:9])[CH:5]=[CH:4][N:3]=[CH:2]1.[O:10]1[CH:15]=[CH:14][CH2:13][CH2:12][CH:11]1[CH:16]=O.C([O:20][C:21](=O)[C:22](=[O:31])[CH2:23][C:24]1[CH:29]=[CH:28][C:27]([OH:30])=[CH:26][CH:25]=1)C. (2) Given the product [Cl:10][C:11]1[CH:12]=[C:13]([N+:18]([O-:20])=[O:19])[CH:14]=[CH:15][C:16]=1[O:9][C:5]1[CH:4]=[C:3]([CH2:2][OH:1])[CH:8]=[CH:7][CH:6]=1, predict the reactants needed to synthesize it. The reactants are: [OH:1][CH2:2][C:3]1[CH:4]=[C:5]([OH:9])[CH:6]=[CH:7][CH:8]=1.[Cl:10][C:11]1[CH:12]=[C:13]([N+:18]([O-:20])=[O:19])[CH:14]=[CH:15][C:16]=1F.C(=O)([O-])[O-].[K+].[K+]. (3) Given the product [ClH:30].[CH3:24][N:19]1[CH:20]=[CH:21][C:22](=[O:23])[N:17]([C:14]2[CH:15]=[CH:16][C:11]([CH2:10][C@@H:9]([C:26]([O:28][CH3:29])=[O:27])[NH2:8])=[N:12][CH:13]=2)[C:18]1=[O:25], predict the reactants needed to synthesize it. The reactants are: C(OC([NH:8][C@H:9]([C:26]([O:28][CH3:29])=[O:27])[CH2:10][C:11]1[CH:16]=[CH:15][C:14]([N:17]2[C:22](=[O:23])[CH:21]=[CH:20][N:19]([CH3:24])[C:18]2=[O:25])=[CH:13][N:12]=1)=O)(C)(C)C.[ClH:30].C(OCC)(=O)C. (4) Given the product [CH3:1][O:2][C:3](=[O:18])[C:4]1[CH:9]=[C:8]([C:10]2[O:11][CH:12]=[CH:13][N:14]=2)[CH:7]=[C:6]([NH2:15])[CH:5]=1, predict the reactants needed to synthesize it. The reactants are: [CH3:1][O:2][C:3](=[O:18])[C:4]1[CH:9]=[C:8]([C:10]2[O:11][CH:12]=[CH:13][N:14]=2)[CH:7]=[C:6]([N+:15]([O-])=O)[CH:5]=1.[H][H]. (5) The reactants are: Br[C:2]1[CH:3]=[N:4][C:5]([NH:8][C:9]2[C:14]([N+:15]([O-:17])=[O:16])=[CH:13][CH:12]=[CH:11][C:10]=2[CH3:18])=[N:6][CH:7]=1.[C:19]([C:21]1[CH:26]=[C:25]([O:27][CH3:28])[CH:24]=[C:23]([O:29][CH3:30])[CH:22]=1)#[CH:20].C1(P(C2C=CC=CC=2)C2C=CC=CC=2)C=CC=CC=1.C(NCC)C. Given the product [CH3:30][O:29][C:23]1[CH:22]=[C:21]([C:19]#[C:20][C:2]2[CH:3]=[N:4][C:5]([NH:8][C:9]3[C:14]([N+:15]([O-:17])=[O:16])=[CH:13][CH:12]=[CH:11][C:10]=3[CH3:18])=[N:6][CH:7]=2)[CH:26]=[C:25]([O:27][CH3:28])[CH:24]=1, predict the reactants needed to synthesize it.